Dataset: Catalyst prediction with 721,799 reactions and 888 catalyst types from USPTO. Task: Predict which catalyst facilitates the given reaction. (1) Reactant: [F:1][C:2]1[CH:7]=[CH:6][CH:5]=[C:4]([F:8])[C:3]=1[N:9]1[C:14]2[N:15]=[C:16]([NH:27][CH2:28][C:29]([OH:31])=O)[N:17]=[C:18]([C:19]3[CH:24]=[CH:23][C:22]([F:25])=[CH:21][C:20]=3[CH3:26])[C:13]=2[CH:12]=[CH:11][C:10]1=[O:32].C[N:34]1CCO[CH2:36][CH2:35]1.CN1CCCC1=O.Cl.CN(C)CCCN=C=NCC.C(N)C. Product: [F:8][C:4]1[CH:5]=[CH:6][CH:7]=[C:2]([F:1])[C:3]=1[N:9]1[C:14]2[N:15]=[C:16]([NH:27][CH2:28][C:29]([NH:34][CH2:35][CH3:36])=[O:31])[N:17]=[C:18]([C:19]3[CH:24]=[CH:23][C:22]([F:25])=[CH:21][C:20]=3[CH3:26])[C:13]=2[CH:12]=[CH:11][C:10]1=[O:32]. The catalyst class is: 25. (2) Reactant: [O:1]1[CH:5]=[CH:4][CH:3]=[C:2]1[CH:6]=O.[F:8][C:9]1[CH:10]=[C:11]([CH:23]=[CH:24][CH:25]=1)[CH2:12][O:13][C:14]1[CH:15]=[C:16]([CH2:20][CH2:21][NH2:22])[CH:17]=[CH:18][CH:19]=1.[BH4-].[Na+]. Product: [F:8][C:9]1[CH:10]=[C:11]([CH:23]=[CH:24][CH:25]=1)[CH2:12][O:13][C:14]1[CH:15]=[C:16]([CH2:20][CH2:21][NH:22][CH2:6][C:2]2[O:1][CH:5]=[CH:4][CH:3]=2)[CH:17]=[CH:18][CH:19]=1. The catalyst class is: 8.